From a dataset of Tox21: 12 toxicity assays (nuclear receptors and stress response pathways). Binary classification across 12 toxicity assays. (1) It tested positive (active) for: NR-ER (Estrogen Receptor agonist activity). The molecule is Cc1cccc(C)c1[N+](=O)[O-]. (2) The compound is O=c1n(CC2CO2)c(=O)n(CC2CO2)c(=O)n1CC1CO1. It tested positive (active) for: SR-ARE (Antioxidant Response Element (oxidative stress)), SR-ATAD5 (ATAD5 genotoxicity (DNA damage)), SR-HSE (Heat Shock Element response), and SR-p53 (p53 tumor suppressor activation). (3) The drug is Nc1ccc(O)c([N+](=O)[O-])c1. It tested positive (active) for: SR-ARE (Antioxidant Response Element (oxidative stress)), and SR-MMP (Mitochondrial Membrane Potential disruption). (4) The compound is CC[C@H]1C[C@H]2[C@@H]3CCC4=CC(=O)CC[C@@H]4[C@H]3CC[C@]2(C)[C@H]1O. It tested positive (active) for: NR-AR (Androgen Receptor agonist activity), NR-AR-LBD (Androgen Receptor Ligand Binding Domain agonist), and NR-ER (Estrogen Receptor agonist activity).